Dataset: Merck oncology drug combination screen with 23,052 pairs across 39 cell lines. Task: Regression. Given two drug SMILES strings and cell line genomic features, predict the synergy score measuring deviation from expected non-interaction effect. Drug 1: O=C(CCCCCCC(=O)Nc1ccccc1)NO. Drug 2: NC(=O)c1cccc2cn(-c3ccc(C4CCCNC4)cc3)nc12. Cell line: ES2. Synergy scores: synergy=-2.68.